From a dataset of Catalyst prediction with 721,799 reactions and 888 catalyst types from USPTO. Predict which catalyst facilitates the given reaction. (1) Reactant: [CH3:1][NH:2][C:3]([C:5]1[CH:10]=[CH:9][C:8](B2OC(C)(C)C(C)(C)O2)=[CH:7][N:6]=1)=[O:4].Br[C:21]1[N:26]=[N:25][C:24]([NH2:27])=[N:23][CH:22]=1.C(=O)([O-])[O-].[K+].[K+]. Product: [NH2:27][C:24]1[N:25]=[N:26][C:21]([C:8]2[CH:9]=[CH:10][C:5]([C:3]([NH:2][CH3:1])=[O:4])=[N:6][CH:7]=2)=[CH:22][N:23]=1. The catalyst class is: 460. (2) Reactant: [CH3:1][C:2]1[CH:14]=[C:13]([C:15](=[N:23][O:24][CH2:25][C:26]2[CH:31]=[CH:30][C:29]([C:32]([F:35])([F:34])[F:33])=[CH:28][CH:27]=2)[CH2:16][C:17]2[CH:22]=[CH:21][CH:20]=[CH:19][CH:18]=2)[CH:12]=[CH:11][C:3]=1[O:4][CH2:5][C:6](OCC)=[O:7].[NH2:36][OH:37].O.[C-]#N.[Na+]. Product: [OH:37][NH:36][C:6](=[O:7])[CH2:5][O:4][C:3]1[CH:11]=[CH:12][C:13]([C:15](=[N:23][O:24][CH2:25][C:26]2[CH:27]=[CH:28][C:29]([C:32]([F:35])([F:34])[F:33])=[CH:30][CH:31]=2)[CH2:16][C:17]2[CH:18]=[CH:19][CH:20]=[CH:21][CH:22]=2)=[CH:14][C:2]=1[CH3:1]. The catalyst class is: 36. (3) Reactant: [O:1]=[C:2]1[C:11]([CH:12]2[CH2:17][CH2:16][N:15]([C:18]3[N:23]=[CH:22][N:21]=[C:20]([C:24](O)=[O:25])[CH:19]=3)[CH2:14][CH2:13]2)=[CH:10][C:9]2[C:4](=[CH:5][CH:6]=[CH:7][CH:8]=2)[NH:3]1.C([N:29]([CH2:32][CH3:33])[CH2:30][CH3:31])C.CN(C(ON1N=N[C:44]2[CH:45]=[CH:46]C=C[C:43]1=2)=[N+](C)C)C.[B-](F)(F)(F)[F:52]. Product: [F:52][C:44]1[CH:45]=[C:46]2[C:30](=[CH:31][CH:43]=1)[N:29]([C:24]([C:20]1[N:21]=[CH:22][N:23]=[C:18]([N:15]3[CH2:16][CH2:17][CH:12]([C:11]4[C:2](=[O:1])[NH:3][C:4]5[C:9]([CH:10]=4)=[CH:8][CH:7]=[CH:6][CH:5]=5)[CH2:13][CH2:14]3)[CH:19]=1)=[O:25])[CH2:32][CH2:33]2. The catalyst class is: 3. (4) Reactant: [Br:1][C:2]1[CH:3]=[CH:4][C:5]2[C:6]3[N:14]([CH2:15][CH2:16][CH2:17][CH2:18][S:19]C(=O)C)[C:13]([CH2:23][O:24][CH2:25][CH3:26])=[N:12][C:7]=3[CH:8]=[N:9][C:10]=2[CH:11]=1.C[O-].[Na+]. Product: [Br:1][C:2]1[CH:3]=[CH:4][C:5]2[C:6]3[N:14]([CH2:15][CH2:16][CH2:17][CH2:18][SH:19])[C:13]([CH2:23][O:24][CH2:25][CH3:26])=[N:12][C:7]=3[CH:8]=[N:9][C:10]=2[CH:11]=1. The catalyst class is: 5.